Task: Regression. Given two drug SMILES strings and cell line genomic features, predict the synergy score measuring deviation from expected non-interaction effect.. Dataset: NCI-60 drug combinations with 297,098 pairs across 59 cell lines (1) Drug 1: CC1=C2C(C(=O)C3(C(CC4C(C3C(C(C2(C)C)(CC1OC(=O)C(C(C5=CC=CC=C5)NC(=O)OC(C)(C)C)O)O)OC(=O)C6=CC=CC=C6)(CO4)OC(=O)C)O)C)O. Drug 2: CN(CC1=CN=C2C(=N1)C(=NC(=N2)N)N)C3=CC=C(C=C3)C(=O)NC(CCC(=O)O)C(=O)O. Cell line: HCT-15. Synergy scores: CSS=54.4, Synergy_ZIP=1.24, Synergy_Bliss=0.154, Synergy_Loewe=-1.97, Synergy_HSA=2.13. (2) Drug 1: CN1CCC(CC1)COC2=C(C=C3C(=C2)N=CN=C3NC4=C(C=C(C=C4)Br)F)OC. Drug 2: C1=CC=C(C=C1)NC(=O)CCCCCCC(=O)NO. Cell line: SF-268. Synergy scores: CSS=13.1, Synergy_ZIP=4.72, Synergy_Bliss=9.10, Synergy_Loewe=3.46, Synergy_HSA=5.95.